From a dataset of Catalyst prediction with 721,799 reactions and 888 catalyst types from USPTO. Predict which catalyst facilitates the given reaction. (1) Reactant: [Br:1][C:2]1[CH:3]=[CH:4][C:5]2[S:9](=[O:11])(=[O:10])[N:8]([CH2:12][CH2:13][S:14](Cl)(=[O:16])=[O:15])[CH:7]([CH3:18])[C:6]=2[CH:19]=1.[CH3:20][NH2:21]. Product: [Br:1][C:2]1[CH:3]=[CH:4][C:5]2[S:9](=[O:11])(=[O:10])[N:8]([CH2:12][CH2:13][S:14]([NH:21][CH3:20])(=[O:16])=[O:15])[CH:7]([CH3:18])[C:6]=2[CH:19]=1. The catalyst class is: 69. (2) The catalyst class is: 44. Product: [Br:1][C:2]1[N:7]=[C:6]2[N:8]([CH2:11][C:12]3[CH:23]=[CH:22][C:15]4[N:16]=[C:17]([NH:33][C@@H:26]5[C:27]6[C:32](=[CH:31][CH:30]=[CH:29][CH:28]=6)[CH2:24][C@H:25]5[OH:34])[S:18][C:14]=4[CH:13]=3)[CH:9]=[N:10][C:5]2=[CH:4][CH:3]=1. Reactant: [Br:1][C:2]1[N:7]=[C:6]2[N:8]([CH2:11][C:12]3[CH:23]=[CH:22][C:15]4[N:16]=[C:17](S(C)=O)[S:18][C:14]=4[CH:13]=3)[CH:9]=[N:10][C:5]2=[CH:4][CH:3]=1.[CH2:24]1[C:32]2[C:27](=[CH:28][CH:29]=[CH:30][CH:31]=2)[C@@H:26]([NH2:33])[C@@H:25]1[OH:34].CCN(C(C)C)C(C)C. (3) Reactant: [OH-].[Na+].C[O:4][C:5](=[O:39])[CH2:6][C:7]1[CH:12]=[CH:11][CH:10]=[CH:9][C:8]=1[C:13]1[CH:18]=[CH:17][C:16]([C:19]([CH2:37][CH3:38])([C:22]2[CH:27]=[CH:26][C:25](/[CH:28]=[CH:29]/[C:30]([CH2:34][CH3:35])([OH:33])[CH2:31][CH3:32])=[C:24]([CH3:36])[CH:23]=2)[CH2:20][CH3:21])=[CH:15][CH:14]=1. The catalyst class is: 111. Product: [CH2:20]([C:19]([C:16]1[CH:15]=[CH:14][C:13]([C:8]2[CH:9]=[CH:10][CH:11]=[CH:12][C:7]=2[CH2:6][C:5]([OH:39])=[O:4])=[CH:18][CH:17]=1)([C:22]1[CH:27]=[CH:26][C:25](/[CH:28]=[CH:29]/[C:30]([CH2:31][CH3:32])([OH:33])[CH2:34][CH3:35])=[C:24]([CH3:36])[CH:23]=1)[CH2:37][CH3:38])[CH3:21]. (4) Reactant: [Cl:1][CH:2]([C:4]1[CH:9]=[CH:8][C:7]([CH2:10][NH:11][C:12](=[O:14])[CH3:13])=[CH:6][CH:5]=1)[CH3:3].[Cl:15]CC1C=CC(CNC(=O)C)=CC=1.[CH3:28][O:29][C:30]1[CH:35]=[CH:34][CH:33]=[CH:32][C:31]=1[N:36]1[CH2:41][CH2:40][NH:39][CH2:38][CH2:37]1.Cl.O1CCOCC1. Product: [ClH:1].[ClH:15].[CH3:28][O:29][C:30]1[CH:35]=[CH:34][CH:33]=[CH:32][C:31]=1[N:36]1[CH2:41][CH2:40][N:39]([CH:2]([C:4]2[CH:9]=[CH:8][C:7]([CH2:10][NH:11][C:12](=[O:14])[CH3:13])=[CH:6][CH:5]=2)[CH3:3])[CH2:38][CH2:37]1. The catalyst class is: 8. (5) Reactant: [ClH:1].[F:2][C:3]([F:46])([F:45])[C:4]1[CH:5]=[C:6]([CH:38]=[C:39]([C:41]([F:44])([F:43])[F:42])[CH:40]=1)[CH2:7][N:8]([C@H:15]1[CH2:21][CH2:20][CH2:19][N:18]([CH2:22][C:23]2[CH:28]=[CH:27][N:26]=[CH:25][CH:24]=2)[C:17]2[CH:29]=[C:30]([C:34]([F:37])([F:36])[F:35])[C:31]([CH3:33])=[CH:32][C:16]1=2)[C:9]1[N:10]=[N:11][N:12]([CH3:14])[N:13]=1. Product: [ClH:1].[F:46][C:3]([F:2])([F:45])[C:4]1[CH:5]=[C:6]([CH:38]=[C:39]([C:41]([F:42])([F:43])[F:44])[CH:40]=1)[CH2:7][N:8]([C@H:15]1[CH2:21][CH2:20][CH2:19][N:18]([CH2:22][C:23]2[CH:24]=[CH:25][N:26]=[CH:27][CH:28]=2)[C:17]2[CH:29]=[C:30]([C:34]([F:35])([F:36])[F:37])[C:31]([CH3:33])=[CH:32][C:16]1=2)[C:9]1[N:10]=[N:11][N:12]([CH3:14])[N:13]=1. The catalyst class is: 27. (6) Reactant: [Cl:1][C:2]1[CH:7]=[CH:6][C:5]([S:8][CH2:9][CH:10](OC)OC)=[CH:4][CH:3]=1. Product: [Cl:1][C:2]1[CH:7]=[CH:6][C:5]2[S:8][CH:9]=[CH:10][C:4]=2[CH:3]=1. The catalyst class is: 159.